Dataset: Reaction yield outcomes from USPTO patents with 853,638 reactions. Task: Predict the reaction yield, written as a fraction of the theoretical maximum amount of product (1.0 means a 100% yield; for example, 0.34 means a 34% yield). (1) The reactants are FC(F)(F)C(O)=O.[F:8][C:9]1[CH:10]=[CH:11][C:12]2[N:13]([C:15]([C:18]3[N:23]=[C:22]([NH:24][C@@H:25]4[CH2:30][CH2:29][CH2:28][N:27](C(OC(C)(C)C)=O)[CH2:26]4)[C:21]([N+:38]([O-:40])=[O:39])=[CH:20][N:19]=3)=[CH:16][N:17]=2)[CH:14]=1. The catalyst is C(Cl)Cl. The product is [F:8][C:9]1[CH:10]=[CH:11][C:12]2[N:13]([C:15]([C:18]3[N:23]=[C:22]([NH:24][C@@H:25]4[CH2:30][CH2:29][CH2:28][NH:27][CH2:26]4)[C:21]([N+:38]([O-:40])=[O:39])=[CH:20][N:19]=3)=[CH:16][N:17]=2)[CH:14]=1. The yield is 0.780. (2) The reactants are [CH3:1][O:2][C:3]1[N:8]=[CH:7][C:6]([N:9]2[C:13]([C:14]3[CH:19]=[CH:18][CH:17]=[CH:16][CH:15]=3)=[CH:12][C:11]([C:20]([NH2:22])=[O:21])=[N:10]2)=[CH:5][CH:4]=1.O[N:24]1[C:28](=O)[CH2:27][CH2:26]C1=O.Cl.C(N=C=NCCCN(C)C)C.Cl.Cl.N[C@@H]1C[C@@H]1N.C(=O)(O)[O-].[Na+]. The catalyst is ClCCl.C(N(CC)CC)C. The product is [NH2:24][C@H:28]1[CH2:26][C@H:27]1[NH:22][C:20]([C:11]1[CH:12]=[C:13]([C:14]2[CH:19]=[CH:18][CH:17]=[CH:16][CH:15]=2)[N:9]([C:6]2[CH:7]=[N:8][C:3]([O:2][CH3:1])=[CH:4][CH:5]=2)[N:10]=1)=[O:21]. The yield is 0.440. (3) The reactants are Br[C:2]1[N:7]=[C:6]2[CH2:8][C:9](=[O:11])[NH:10][C:5]2=[CH:4][C:3]=1[Cl:12].CC1(C)C(C)(C)OB([C:21]2[CH:26]=[CH:25][C:24]([C:27]3[CH:32]=[CH:31][C:30]([N:33]4[CH:37]=[CH:36][CH:35]=[N:34]4)=[CH:29][CH:28]=3)=[CH:23][CH:22]=2)O1.[O-]P([O-])([O-])=O.[K+].[K+].[K+]. The catalyst is O1CCOCC1.O.CCOC(C)=O.C1C=CC([P]([Pd]([P](C2C=CC=CC=2)(C2C=CC=CC=2)C2C=CC=CC=2)([P](C2C=CC=CC=2)(C2C=CC=CC=2)C2C=CC=CC=2)[P](C2C=CC=CC=2)(C2C=CC=CC=2)C2C=CC=CC=2)(C2C=CC=CC=2)C2C=CC=CC=2)=CC=1. The product is [Cl:12][C:3]1[CH:4]=[C:5]2[NH:10][C:9](=[O:11])[CH2:8][C:6]2=[N:7][C:2]=1[C:21]1[CH:22]=[CH:23][C:24]([C:27]2[CH:32]=[CH:31][C:30]([N:33]3[CH:37]=[CH:36][CH:35]=[N:34]3)=[CH:29][CH:28]=2)=[CH:25][CH:26]=1. The yield is 0.650. (4) The reactants are [CH3:1][NH:2][S:3]([C:6]1[CH:7]=[CH:8][C:9]2[S:13][C:12]([CH2:14][C:15]#[N:16])=[N:11][C:10]=2[CH:17]=1)(=[O:5])=[O:4].[C:18]([O:21][C:22](=O)C)(=O)[CH3:19]. No catalyst specified. The product is [CH3:1][NH:2][S:3]([C:6]1[CH:7]=[CH:8][C:9]2[S:13][C:12]([C:14]([C:15]#[N:16])=[C:18]([O:21][CH3:22])[CH3:19])=[N:11][C:10]=2[CH:17]=1)(=[O:4])=[O:5]. The yield is 0.830. (5) The reactants are [C:1]([C:3]1[CH:10]=[CH:9][C:6]([C:7]#[N:8])=[CH:5][CH:4]=1)#[CH:2].[Cl:11][C:12]1[CH:17]=[CH:16][C:15](I)=[CH:14][CH:13]=1.N1CCC[C@H]1C(O)=O.O=C1O[C@H]([C@H](CO)O)C(O)=C1O.[N-:39]=[N+:40]=[N-:41].[Na+].[O-]S([O-])(=O)=O.[Na+].[Na+]. The catalyst is CS(C)=O.O.[O-]S([O-])(=O)=O.[Cu+2]. The product is [Cl:11][C:12]1[CH:17]=[CH:16][C:15]([N:39]2[CH:2]=[C:1]([C:3]3[CH:10]=[CH:9][C:6]([C:7]#[N:8])=[CH:5][CH:4]=3)[N:41]=[N:40]2)=[CH:14][CH:13]=1. The yield is 0.480.